Dataset: Merck oncology drug combination screen with 23,052 pairs across 39 cell lines. Task: Regression. Given two drug SMILES strings and cell line genomic features, predict the synergy score measuring deviation from expected non-interaction effect. Drug 1: C=CCn1c(=O)c2cnc(Nc3ccc(N4CCN(C)CC4)cc3)nc2n1-c1cccc(C(C)(C)O)n1. Drug 2: CCc1cnn2c(NCc3ccc[n+]([O-])c3)cc(N3CCCCC3CCO)nc12. Cell line: PA1. Synergy scores: synergy=-10.0.